Dataset: NCI-60 drug combinations with 297,098 pairs across 59 cell lines. Task: Regression. Given two drug SMILES strings and cell line genomic features, predict the synergy score measuring deviation from expected non-interaction effect. (1) Drug 1: CNC(=O)C1=CC=CC=C1SC2=CC3=C(C=C2)C(=NN3)C=CC4=CC=CC=N4. Synergy scores: CSS=28.2, Synergy_ZIP=12.2, Synergy_Bliss=15.3, Synergy_Loewe=4.63, Synergy_HSA=14.5. Drug 2: CC1=C(C(=O)C2=C(C1=O)N3CC4C(C3(C2COC(=O)N)OC)N4)N. Cell line: 786-0. (2) Drug 1: C1=C(C(=O)NC(=O)N1)N(CCCl)CCCl. Drug 2: CCC(=C(C1=CC=CC=C1)C2=CC=C(C=C2)OCCN(C)C)C3=CC=CC=C3.C(C(=O)O)C(CC(=O)O)(C(=O)O)O. Cell line: HL-60(TB). Synergy scores: CSS=63.7, Synergy_ZIP=7.34, Synergy_Bliss=7.66, Synergy_Loewe=2.90, Synergy_HSA=7.64.